Dataset: Catalyst prediction with 721,799 reactions and 888 catalyst types from USPTO. Task: Predict which catalyst facilitates the given reaction. Reactant: [H-].[Na+].[F:3][C:4]([F:8])([F:7])[CH2:5][OH:6].[Cl:9][C:10]1[N:15]=[C:14](Cl)[CH:13]=[CH:12][N:11]=1. Product: [Cl:9][C:10]1[N:15]=[C:14]([O:6][CH2:5][C:4]([F:8])([F:7])[F:3])[CH:13]=[CH:12][N:11]=1. The catalyst class is: 18.